From a dataset of Forward reaction prediction with 1.9M reactions from USPTO patents (1976-2016). Predict the product of the given reaction. Given the reactants [Br:1][C:2]1[CH:41]=[CH:40][C:39]([O:42][CH3:43])=[CH:38][C:3]=1[CH2:4][CH:5]1[CH2:10][CH2:9][N:8]([CH2:11][CH2:12][C:13]2[CH:14]=[C:15]([CH:35]=[CH:36][CH:37]=2)[C:16]([NH:18][CH2:19][C:20]2[CH:25]=[CH:24][CH:23]=[C:22]([CH2:26][O:27][Si](C(C)(C)C)(C)C)[CH:21]=2)=[O:17])[CH2:7][CH2:6]1, predict the reaction product. The product is: [Br:1][C:2]1[CH:41]=[CH:40][C:39]([O:42][CH3:43])=[CH:38][C:3]=1[CH2:4][CH:5]1[CH2:6][CH2:7][N:8]([CH2:11][CH2:12][C:13]2[CH:14]=[C:15]([CH:35]=[CH:36][CH:37]=2)[C:16]([NH:18][CH2:19][C:20]2[CH:25]=[CH:24][CH:23]=[C:22]([CH2:26][OH:27])[CH:21]=2)=[O:17])[CH2:9][CH2:10]1.